Dataset: Full USPTO retrosynthesis dataset with 1.9M reactions from patents (1976-2016). Task: Predict the reactants needed to synthesize the given product. (1) Given the product [F:24][C:21]1[CH:22]=[CH:23][C:18]([C@@H:16]2[CH2:17][C@H:15]2[CH2:14][N:12]([CH3:13])[C:6]2[CH:5]=[CH:4][N:3]=[C:2]([NH:26][NH2:27])[C:7]=2[C:8]([F:11])([F:10])[F:9])=[CH:19][CH:20]=1, predict the reactants needed to synthesize it. The reactants are: Cl[C:2]1[C:7]([C:8]([F:11])([F:10])[F:9])=[C:6]([N:12]([CH2:14][C@@H:15]2[CH2:17][C@H:16]2[C:18]2[CH:23]=[CH:22][C:21]([F:24])=[CH:20][CH:19]=2)[CH3:13])[CH:5]=[CH:4][N:3]=1.O.[NH2:26][NH2:27]. (2) Given the product [CH3:15][S:16]([C:19](=[CH:13][C:7]1[C:6]2[C:10](=[CH:11][CH:12]=[C:4]([N+:1]([O-:3])=[O:2])[CH:5]=2)[NH:9][CH:8]=1)[C:20]#[N:21])(=[O:18])=[O:17], predict the reactants needed to synthesize it. The reactants are: [N+:1]([C:4]1[CH:5]=[C:6]2[C:10](=[CH:11][CH:12]=1)[NH:9][CH:8]=[C:7]2[CH:13]=O)([O-:3])=[O:2].[CH3:15][S:16]([CH2:19][C:20]#[N:21])(=[O:18])=[O:17]. (3) The reactants are: [CH3:1][C:2]1[N:3]([CH2:16][C:17]([O:19][CH2:20][CH3:21])=[O:18])[C:4]2[C:9]([CH:10]=1)=[CH:8][C:7]([NH:11][S:12]([CH3:15])(=[O:14])=[O:13])=[CH:6][CH:5]=2.[Cl:22][C:23]1[CH:28]=[CH:27][CH:26]=[CH:25][C:24]=1[SH:29].II.S([O-])([O-])(=O)=S.[Na+].[Na+]. Given the product [Cl:22][C:23]1[CH:28]=[CH:27][CH:26]=[CH:25][C:24]=1[S:29][C:10]1[C:9]2[C:4](=[CH:5][CH:6]=[C:7]([NH:11][S:12]([CH3:15])(=[O:14])=[O:13])[CH:8]=2)[N:3]([CH2:16][C:17]([O:19][CH2:20][CH3:21])=[O:18])[C:2]=1[CH3:1], predict the reactants needed to synthesize it.